From a dataset of Forward reaction prediction with 1.9M reactions from USPTO patents (1976-2016). Predict the product of the given reaction. (1) Given the reactants [Br:1]N1C(=O)CCC1=O.[NH2:9][C:10]1[CH:19]=[CH:18][C:17]([C:20]([C:22]2[N:30]3[C:25]([CH:26]=[CH:27][CH:28]=[CH:29]3)=[CH:24][C:23]=2[CH3:31])=[O:21])=[CH:16][C:11]=1[C:12]([O:14][CH3:15])=[O:13].O, predict the reaction product. The product is: [NH2:9][C:10]1[CH:19]=[CH:18][C:17]([C:20]([C:22]2[N:30]3[C:25]([CH:26]=[CH:27][CH:28]=[CH:29]3)=[C:24]([Br:1])[C:23]=2[CH3:31])=[O:21])=[CH:16][C:11]=1[C:12]([O:14][CH3:15])=[O:13]. (2) Given the reactants C(=O)([O-])[O-].[Na+].[Na+].Br[C:8]1[CH:17]=[CH:16][CH:15]=[C:14]2[C:9]=1[CH:10]=[CH:11][CH:12]=[C:13]2[C:18](=[O:20])[CH3:19].[C:21]([C:24]1[CH:29]=[CH:28][C:27](B(O)O)=[CH:26][CH:25]=1)(=[O:23])[CH3:22], predict the reaction product. The product is: [C:18]([C:13]1[CH:12]=[CH:11][CH:10]=[C:9]2[C:14]=1[CH:15]=[CH:16][CH:17]=[C:8]2[C:27]1[CH:28]=[CH:29][C:24]([C:21](=[O:23])[CH3:22])=[CH:25][CH:26]=1)(=[O:20])[CH3:19]. (3) The product is: [C:11]([C:10]1[N:6]2[C:7]([C:2]([NH2:1])=[N:3][CH:4]=[N:5]2)=[C:8]([C:14]2[CH:19]=[CH:18][C:17]([NH:20][C:30]([NH:29][C:27]3[CH:26]=[CH:25][CH:24]=[C:23]([C:22]([F:39])([F:21])[F:40])[N:28]=3)=[O:31])=[CH:16][CH:15]=2)[CH:9]=1)(=[O:13])[CH3:12]. Given the reactants [NH2:1][C:2]1[C:7]2=[C:8]([C:14]3[CH:19]=[CH:18][C:17]([NH2:20])=[CH:16][CH:15]=3)[CH:9]=[C:10]([C:11](=[O:13])[CH3:12])[N:6]2[N:5]=[CH:4][N:3]=1.[F:21][C:22]([F:40])([F:39])[C:23]1[N:28]=[C:27]([NH:29][C:30](=O)[O:31]C2C=CC=CC=2)[CH:26]=[CH:25][CH:24]=1.C(N(CC)CC)C, predict the reaction product. (4) Given the reactants [CH3:1][C:2]1[CH:3]=[C:4]([CH2:11][CH:12]([NH:23]C(=O)OCC2C=CC=CC=2)[C:13]2[N:17]([CH2:18][C:19]([CH3:22])([CH3:21])[CH3:20])[N:16]=[N:15][N:14]=2)[CH:5]=[C:6]2[C:10]=1[NH:9][N:8]=[CH:7]2, predict the reaction product. The product is: [CH3:1][C:2]1[CH:3]=[C:4]([CH2:11][CH:12]([C:13]2[N:17]([CH2:18][C:19]([CH3:22])([CH3:21])[CH3:20])[N:16]=[N:15][N:14]=2)[NH2:23])[CH:5]=[C:6]2[C:10]=1[NH:9][N:8]=[CH:7]2.